This data is from Reaction yield outcomes from USPTO patents with 853,638 reactions. The task is: Predict the reaction yield, written as a fraction of the theoretical maximum amount of product (1.0 means a 100% yield; for example, 0.34 means a 34% yield). (1) The reactants are Cl[C:2]1[N:7]=[C:6]([NH2:8])[CH:5]=[CH:4][N:3]=1.[CH3:9][N:10]1[CH:14]=[C:13]([NH2:15])[CH:12]=[N:11]1.FC(F)(F)C(O)=O.N.CO. The catalyst is C(O)(C)(C)C. The product is [CH3:9][N:10]1[CH:14]=[C:13]([NH:15][C:2]2[N:7]=[C:6]([NH2:8])[CH:5]=[CH:4][N:3]=2)[CH:12]=[N:11]1. The yield is 0.960. (2) The reactants are [CH2:1]([OH:8])[C:2]1[CH:7]=[CH:6][CH:5]=[CH:4][CH:3]=1.O.N1C2C(=CC=C3C=2N=CC=C3)C=CC=1.[N:24]1[C:31]([Cl:32])=[N:30][C:28](Cl)=[N:27][C:25]=1[Cl:26]. The catalyst is ClCCl. The product is [CH2:1]([O:8][C:28]1[N:30]=[C:31]([Cl:32])[N:24]=[C:25]([Cl:26])[N:27]=1)[C:2]1[CH:7]=[CH:6][CH:5]=[CH:4][CH:3]=1. The yield is 0.460. (3) The reactants are C(O)=O.[S:4](Cl)([N:7]=C=O)(=[O:6])=[O:5].[CH3:11][N:12]([CH3:35])[C:13]([C:15]1[N:19]([C:20]2[CH:25]=[CH:24][C:23]([O:26][CH3:27])=[CH:22][CH:21]=2)[C:18]([C:28]([O:30][CH2:31][CH3:32])=[O:29])=[C:17]([OH:33])[C:16]=1[OH:34])=[O:14]. The catalyst is CN1C(=O)CCC1. The product is [CH3:35][N:12]([CH3:11])[C:13]([C:15]1[N:19]([C:20]2[CH:21]=[CH:22][C:23]([O:26][CH3:27])=[CH:24][CH:25]=2)[C:18]([C:28]([O:30][CH2:31][CH3:32])=[O:29])=[C:17]([OH:33])[C:16]=1[O:34][S:4](=[O:5])(=[O:6])[NH2:7])=[O:14]. The yield is 0.120. (4) The reactants are [CH3:1][C:2]1[O:6][N:5]=[C:4]([C:7]2[CH:12]=[CH:11][CH:10]=[CH:9][CH:8]=2)[C:3]=1[CH2:13][O:14][C:15]1[CH:23]=[CH:22][C:18]([C:19]([OH:21])=O)=[CH:17][N:16]=1.[NH:24]1[CH2:27][CH2:26][CH2:25]1. No catalyst specified. The product is [N:24]1([C:19]([C:18]2[CH:17]=[N:16][C:15]([O:14][CH2:13][C:3]3[C:4]([C:7]4[CH:8]=[CH:9][CH:10]=[CH:11][CH:12]=4)=[N:5][O:6][C:2]=3[CH3:1])=[CH:23][CH:22]=2)=[O:21])[CH2:27][CH2:26][CH2:25]1. The yield is 0.280. (5) The reactants are [C:1](#[N:3])[CH3:2].[CH2:4]1[CH2:8][O:7][CH2:6][CH2:5]1.C([Li])CCC.[OH-:14].[Na+].[CH2:16]1C[CH2:20][CH2:19][CH2:18][CH2:17]1. No catalyst specified. The product is [CH3:6][O:7][C:8]1[CH:4]=[CH:5][C:18]([CH2:19][C:20](=[O:14])[CH2:2][C:1]#[N:3])=[CH:17][CH:16]=1. The yield is 0.110. (6) The reactants are [CH2:1]([O:8][C:9]1[C:10]([CH3:17])=[N:11][CH:12]=[C:13](Br)[C:14]=1[OH:15])[C:2]1[CH:7]=[CH:6][CH:5]=[CH:4][CH:3]=1.C1(P(C2C=CC=CC=2)CCCP(C2C=CC=CC=2)C2C=CC=CC=2)C=CC=CC=1.C(N(CC)CC)C.[C]=O.[Cl-].[NH4+].[C:58]([O:61][CH2:62]C)(=[O:60])C. The catalyst is CN(C)C=O.C([O-])(=O)C.[Pd+2].C([O-])(=O)C.O.CO. The product is [CH3:62][O:61][C:58](=[O:60])[C:13]1[C:14]([OH:15])=[C:9]([O:8][CH2:1][C:2]2[CH:7]=[CH:6][CH:5]=[CH:4][CH:3]=2)[C:10]([CH3:17])=[N:11][CH:12]=1. The yield is 0.550.